Regression. Given a peptide amino acid sequence and an MHC pseudo amino acid sequence, predict their binding affinity value. This is MHC class I binding data. From a dataset of Peptide-MHC class I binding affinity with 185,985 pairs from IEDB/IMGT. The peptide sequence is LRGKWQRRYR. The MHC is HLA-A03:01 with pseudo-sequence HLA-A03:01. The binding affinity (normalized) is 0.161.